Dataset: Full USPTO retrosynthesis dataset with 1.9M reactions from patents (1976-2016). Task: Predict the reactants needed to synthesize the given product. (1) Given the product [CH2:7]([O:14][C:15]1[CH:16]=[C:17]([CH2:18][OH:19])[CH:22]=[CH:23][N:24]=1)[C:8]1[CH:9]=[CH:10][CH:11]=[CH:12][CH:13]=1, predict the reactants needed to synthesize it. The reactants are: [H-].[Al+3].[Li+].[H-].[H-].[H-].[CH2:7]([O:14][C:15]1[CH:16]=[C:17]([CH:22]=[CH:23][N:24]=1)[C:18](OC)=[O:19])[C:8]1[CH:13]=[CH:12][CH:11]=[CH:10][CH:9]=1.O.[OH-].[Na+]. (2) Given the product [CH3:2][SH:31]1[C:32]([C:33]([NH:53][CH2:54][C:55]2[CH:56]=[N:57][CH:58]=[CH:59][CH:60]=2)=[O:35])=[CH:28][N:29]=[C:30]1[N:36]1[CH2:40][CH2:39][N:38]([CH2:41][C:42]2[CH:43]=[CH:44][CH:45]=[C:46]3[C:51]=2[N:50]=[CH:49][CH:48]=[CH:47]3)[C:37]1=[O:52], predict the reactants needed to synthesize it. The reactants are: Cl[C:2]1C=CC2SC=C(CN3CCN(C4SC(C(O)=O)=C(C)N=4)C3=O)C=2C=1.C[C:28]1[N:29]=[C:30]([N:36]2[CH2:40][CH2:39][N:38]([CH2:41][C:42]3[CH:43]=[CH:44][CH:45]=[C:46]4[C:51]=3[N:50]=[CH:49][CH:48]=[CH:47]4)[C:37]2=[O:52])[S:31][C:32]=1[C:33]([OH:35])=O.[NH2:53][CH2:54][C:55]1[CH:56]=[N:57][CH:58]=[CH:59][CH:60]=1. (3) Given the product [CH2:27]([N:31]1[C:9]2[CH:14]=[C:13]([C:15]3[NH:19][N:18]=[C:17]([OH:20])[CH:16]=3)[CH:12]=[CH:11][C:10]=2[N:33]=[CH:32]1)[CH:28]([CH3:30])[CH3:29], predict the reactants needed to synthesize it. The reactants are: C(O[C:9]1[CH:10]=[CH:11][C:12](OC(C)COC)=[C:13]([C:15]2[NH:19][N:18]=[C:17]([OH:20])[CH:16]=2)[CH:14]=1)C1C=CC=CC=1.[CH2:27]([N:31]1C2C=C(C(O)=O)C=CC=2[N:33]=[CH:32]1)[CH:28]([CH3:30])[CH3:29]. (4) Given the product [O:53]=[S:50]1(=[O:54])[CH2:49][CH2:48][N:47]([CH2:46][CH2:45][CH2:44][NH:43][CH2:37][C@:21]23[CH2:33][CH2:32][C@@H:31]([C:34]([CH3:36])=[CH2:35])[C@@H:22]2[C@@H:23]2[C@@:18]([CH3:39])([CH2:19][CH2:20]3)[C@@:17]3([CH3:40])[C@@H:26]([C@:27]4([CH3:30])[C@@H:14]([CH2:15][CH2:16]3)[C:13]([CH3:41])([CH3:42])[C:12]([C:11]3[CH:10]=[CH:9][C:4]([C:5]([OH:7])=[O:6])=[CH:3][C:2]=3[F:1])=[CH:29][CH2:28]4)[CH2:25][CH2:24]2)[CH2:52][CH2:51]1, predict the reactants needed to synthesize it. The reactants are: [F:1][C:2]1[CH:3]=[C:4]([CH:9]=[CH:10][C:11]=1[C:12]1[C:13]([CH3:42])([CH3:41])[C@H:14]2[C@:27]([CH3:30])([CH2:28][CH:29]=1)[C@@H:26]1[C@:17]([CH3:40])([C@@:18]3([CH3:39])[C@H:23]([CH2:24][CH2:25]1)[C@H:22]1[C@H:31]([C:34]([CH3:36])=[CH2:35])[CH2:32][CH2:33][C@:21]1([CH:37]=O)[CH2:20][CH2:19]3)[CH2:16][CH2:15]2)[C:5]([O:7]C)=[O:6].[NH2:43][CH2:44][CH2:45][CH2:46][N:47]1[CH2:52][CH2:51][S:50](=[O:54])(=[O:53])[CH2:49][CH2:48]1. (5) Given the product [CH3:19][O:20][C:21]([C@@H:23]1[CH2:27][C@H:26]([NH2:28])[CH2:25][CH2:1][N:24]1[CH2:29][CH:30]1[CH2:31][CH2:32][CH2:33][CH2:34][CH2:35]1)=[O:22], predict the reactants needed to synthesize it. The reactants are: [CH3:1]OC([C@@H]1C[C@@H](O)CCN1C(OC(C)(C)C)=O)=O.[CH3:19][O:20][C:21]([C@@H:23]1[CH2:27][C@H:26]([NH2:28])[CH2:25][N:24]1[CH2:29][CH:30]1[CH2:35][CH2:34][CH2:33][CH2:32][CH2:31]1)=[O:22]. (6) Given the product [CH3:1][NH:2][S:3]([C:6]1[CH:7]=[C:8]2[C:12](=[CH:13][CH:14]=1)[NH:11][C:10](=[O:15])[C:9]2=[CH:25][C:21]1[CH:20]=[C:19]2[C:24](=[CH:23][CH:22]=1)[NH:16][CH:17]=[CH:18]2)(=[O:5])=[O:4], predict the reactants needed to synthesize it. The reactants are: [CH3:1][NH:2][S:3]([C:6]1[CH:7]=[C:8]2[C:12](=[CH:13][CH:14]=1)[NH:11][C:10](=[O:15])[CH2:9]2)(=[O:5])=[O:4].[NH:16]1[C:24]2[C:19](=[CH:20][C:21]([CH:25]=O)=[CH:22][CH:23]=2)[CH:18]=[CH:17]1. (7) The reactants are: Cl[C:2]1[N:3]=[C:4]([CH2:11][CH2:12][CH2:13][NH2:14])[C:5]2[S:10][CH2:9][CH2:8][C:6]=2[N:7]=1.[C:15]1([N:21]2[CH2:26][CH2:25][NH:24][CH2:23][CH2:22]2)[CH:20]=[CH:19][CH:18]=[CH:17][CH:16]=1.O1CCOCC1. Given the product [C:15]1([N:21]2[CH2:26][CH2:25][N:24]([C:2]3[N:3]=[C:4]([CH2:11][CH2:12][CH2:13][NH2:14])[C:5]4[S:10][CH2:9][CH2:8][C:6]=4[N:7]=3)[CH2:23][CH2:22]2)[CH:20]=[CH:19][CH:18]=[CH:17][CH:16]=1, predict the reactants needed to synthesize it.